From a dataset of Full USPTO retrosynthesis dataset with 1.9M reactions from patents (1976-2016). Predict the reactants needed to synthesize the given product. (1) Given the product [F:1][C:2]1[CH:11]=[C:10]([C:24]2[CH:25]=[CH:26][C:21]([F:20])=[CH:22][CH:23]=2)[CH:9]=[CH:8][C:3]=1[C:4]([O:6][CH3:7])=[O:5], predict the reactants needed to synthesize it. The reactants are: [F:1][C:2]1[CH:11]=[C:10](OS(C(F)(F)F)(=O)=O)[CH:9]=[CH:8][C:3]=1[C:4]([O:6][CH3:7])=[O:5].[F:20][C:21]1[CH:26]=[CH:25][C:24](B(O)O)=[CH:23][CH:22]=1. (2) Given the product [CH3:43][N:44]1[CH:48]=[C:47]([C:2]2[CH:11]=[CH:10][C:9]([NH:8][C:12]3[C:16]4[CH2:17][N:18]([C:21](=[O:23])[CH3:22])[CH2:19][CH2:20][C:15]=4[N:14]([C@H:24]4[CH2:28][CH2:27][O:26][CH2:25]4)[N:13]=3)=[CH:4][CH:3]=2)[CH:46]=[N:45]1, predict the reactants needed to synthesize it. The reactants are: Br[C:2]1[CH:3]=[C:4]2[C:9](=[CH:10][CH:11]=1)[N:8]([C:12]1[C:16]3[CH2:17][N:18]([C:21](=[O:23])[CH3:22])[CH2:19][CH2:20][C:15]=3[N:14]([C@H:24]3[CH2:28][CH2:27][O:26][CH2:25]3)[N:13]=1)CC(O[Si](C(C)(C)C)(C)C)C2.C(O[Na])(C)(C)C.[CH3:43][N:44]1[CH:48]=[C:47](C2C=CC(N)=CC=2)[CH:46]=[N:45]1.COC(C)(C)C.C1(P(C2CCCCC2)C2C(OC)=CC=C(OC)C=2C2C(C(C)C)=CC(C(C)C)=CC=2C(C)C)CCCCC1. (3) Given the product [CH:21]1([C:18]2[CH:19]=[CH:20][C:15]([NH:14][C:6]3[C:7]4[N:8]([CH:11]=[N:12][CH:13]=4)[CH:9]=[CH:10][C:5]=3[C:3]([OH:4])=[O:2])=[C:16]([F:25])[CH:17]=2)[CH2:22][CH2:23][CH2:24]1, predict the reactants needed to synthesize it. The reactants are: C[O:2][C:3]([C:5]1[CH:10]=[CH:9][N:8]2[CH:11]=[N:12][CH:13]=[C:7]2[C:6]=1[NH:14][C:15]1[CH:20]=[CH:19][C:18]([CH:21]2[CH2:24][CH2:23][CH2:22]2)=[CH:17][C:16]=1[F:25])=[O:4].[OH-].[Na+]. (4) Given the product [Cl:1][C:2]1[CH:7]=[CH:6][C:5]([CH:8]([NH:29][C:30]2[CH:31]=[C:32]([CH3:38])[C:33](=[O:37])[N:34]([CH3:36])[CH:35]=2)[C:9]2[C:10]([C:23]([O:25][CH2:26][CH3:27])=[O:24])=[N:11][N:12]([CH2:14][C:15]3[CH:20]=[CH:19][C:18]([O:21][CH3:22])=[CH:17][CH:16]=3)[CH:13]=2)=[CH:4][CH:3]=1, predict the reactants needed to synthesize it. The reactants are: [Cl:1][C:2]1[CH:7]=[CH:6][C:5]([CH:8](O)[C:9]2[C:10]([C:23]([O:25][CH2:26][CH3:27])=[O:24])=[N:11][N:12]([CH2:14][C:15]3[CH:20]=[CH:19][C:18]([O:21][CH3:22])=[CH:17][CH:16]=3)[CH:13]=2)=[CH:4][CH:3]=1.[NH2:29][C:30]1[CH:31]=[C:32]([CH3:38])[C:33](=[O:37])[N:34]([CH3:36])[CH:35]=1. (5) Given the product [CH3:7][C:8]1[CH:9]=[CH:10][C:11]([N:14]=[C:15]=[O:16])=[CH:12][C:13]=1[N:20]=[C:21]=[O:22], predict the reactants needed to synthesize it. The reactants are: C1C([CH2:7][C:8]2[CH:13]=[CH:12][C:11]([N:14]=[C:15]=[O:16])=[CH:10][CH:9]=2)=CC=C(N=C=O)C=1.[N-:20]=[C:21]=[O:22].[N-]=C=O.CC1C(C)=C(C)C(C)=C(C)C=1C. (6) Given the product [N:47]1[CH:48]=[CH:50][C:57]([O:58][C:25]2[CH:24]=[C:23]([NH:28][C:10]([C:2]3[NH:1][C:5]4[CH:6]=[CH:7][CH:8]=[C:9]([CH3:35])[C:4]=4[N:3]=3)=[O:12])[CH:22]=[CH:27][CH:26]=2)=[CH:53][CH:51]=1, predict the reactants needed to synthesize it. The reactants are: [N:1]1[C:5]2[CH:6]=[CH:7][CH:8]=[CH:9][C:4]=2[NH:3][C:2]=1[C:10]([OH:12])=O.CN(C(ON1N=[N:28][C:23]2[CH:24]=[CH:25][CH:26]=[CH:27][C:22]1=2)=[N+](C)C)C.[B-](F)(F)(F)F.[CH:35]1C=CC2N(O)N=NC=2C=1.CC[N:47]([CH:51]([CH3:53])C)[CH:48]([CH3:50])C.CN([CH:57]=[O:58])C. (7) Given the product [C:4]([C:9]1[S:13][C:12]([C:14]([OH:16])=[O:15])=[C:11]([OH:19])[C:10]=1[OH:20])([OH:6])=[O:5], predict the reactants needed to synthesize it. The reactants are: CCO.[C:4]([C:9]1[S:13][C:12]([C:14]([O:16]CC)=[O:15])=[C:11]([OH:19])[C:10]=1[OH:20])([O:6]CC)=[O:5].[OH-].[Na+]. (8) Given the product [CH:1]1([N:5]2[CH2:11][CH2:10][C:9]3[CH:12]=[CH:13][C:14]([O:16][C:17]4[CH:25]=[CH:24][C:20]([C:21]([NH:34][CH3:38])=[O:22])=[CH:19][C:18]=4[F:26])=[CH:15][C:8]=3[CH2:7][CH2:6]2)[CH2:4][CH2:3][CH2:2]1, predict the reactants needed to synthesize it. The reactants are: [CH:1]1([N:5]2[CH2:11][CH2:10][C:9]3[CH:12]=[CH:13][C:14]([O:16][C:17]4[CH:25]=[CH:24][C:20]([C:21](O)=[O:22])=[CH:19][C:18]=4[F:26])=[CH:15][C:8]=3[CH2:7][CH2:6]2)[CH2:4][CH2:3][CH2:2]1.F[P-](F)(F)(F)(F)F.[N:34]1(OC(N(C)C)=[N+](C)C)[C:38]2N=CC=CC=2N=N1.C(N(C(C)C)CC)(C)C.CN. (9) Given the product [CH3:1][O:2][C:3](=[O:22])[C:4]1[CH:5]=[CH:6][C:7]([O:10][C:11](=[O:21])[CH2:12][OH:13])=[CH:8][CH:9]=1, predict the reactants needed to synthesize it. The reactants are: [CH3:1][O:2][C:3](=[O:22])[C:4]1[CH:9]=[CH:8][C:7]([O:10][C:11](=[O:21])[CH2:12][O:13]CC2C=CC=CC=2)=[CH:6][CH:5]=1. (10) Given the product [CH3:23][N:14]([C:15]1[C:16]2[C:17](=[CH:7][CH:8]=[C:9]([C:2](=[CH2:3])[C:1]([NH2:36])=[O:5])[CH:10]=2)[N:18]=[CH:19][N:20]=1)[CH3:13], predict the reactants needed to synthesize it. The reactants are: [C:1]([OH:5])(=O)[CH:2]=[CH2:3].N1C=[CH:10][CH:9]=[CH:8][CH:7]=1.Cl.[CH3:13][N:14]([CH3:23])[CH2:15][CH2:16][CH2:17][N:18]=[C:19]=[N:20]CC.CCOC(C)=O.C(Cl)Cl.CC([N:36](C)C)=O.